Dataset: Catalyst prediction with 721,799 reactions and 888 catalyst types from USPTO. Task: Predict which catalyst facilitates the given reaction. (1) Reactant: [CH3:1][C:2]1[S:6][C:5]([C:7]([OH:9])=O)=[CH:4][C:3]=1[C:10]1[N:14]([CH3:15])[N:13]=[CH:12][CH:11]=1.[NH2:16][C@@H:17]([CH2:30][C:31]1[CH:36]=[CH:35][CH:34]=[C:33]([C:37]([F:40])([F:39])[F:38])[CH:32]=1)[CH2:18][N:19]1[C:27](=[O:28])[C:26]2[C:21](=[CH:22][CH:23]=[CH:24][CH:25]=2)[C:20]1=[O:29].C1CN([P+](Br)(N2CCCC2)N2CCCC2)CC1.F[P-](F)(F)(F)(F)F.CCN(C(C)C)C(C)C. Product: [O:28]=[C:27]1[C:26]2[C:21](=[CH:22][CH:23]=[CH:24][CH:25]=2)[C:20](=[O:29])[N:19]1[CH2:18][C@@H:17]([NH:16][C:7]([C:5]1[S:6][C:2]([CH3:1])=[C:3]([C:10]2[N:14]([CH3:15])[N:13]=[CH:12][CH:11]=2)[CH:4]=1)=[O:9])[CH2:30][C:31]1[CH:36]=[CH:35][CH:34]=[C:33]([C:37]([F:39])([F:38])[F:40])[CH:32]=1. The catalyst class is: 22. (2) Reactant: [N-:1]=[N+:2]=[N-:3].[Na+].Cl[C:6]1[N:11]=[CH:10][C:9]([C:12]2[N:13]=[CH:14][N:15]([CH2:17][CH2:18][CH2:19][CH2:20][N:21]3[C:29](=[O:30])[C:28]4[C:23](=[CH:24][CH:25]=[CH:26][CH:27]=4)[C:22]3=[O:31])[CH:16]=2)=[CH:8][N:7]=1.O. Product: [N:1]([C:6]1[N:11]=[CH:10][C:9]([C:12]2[N:13]=[CH:14][N:15]([CH2:17][CH2:18][CH2:19][CH2:20][N:21]3[C:22](=[O:31])[C:23]4[C:28](=[CH:27][CH:26]=[CH:25][CH:24]=4)[C:29]3=[O:30])[CH:16]=2)=[CH:8][N:7]=1)=[N+:2]=[N-:3]. The catalyst class is: 16. (3) Reactant: [F:1][C:2]([F:7])([F:6])[C:3]([OH:5])=[O:4].[O:8]1[CH:12]=[C:11]([C:13]2[CH:27]=[CH:26][CH:25]=[CH:24][C:14]=2[CH2:15][NH:16]C(=O)OC(C)(C)C)[N:10]=[CH:9]1. Product: [F:1][C:2]([F:7])([F:6])[C:3]([OH:5])=[O:4].[O:8]1[CH:12]=[C:11]([C:13]2[CH:27]=[CH:26][CH:25]=[CH:24][C:14]=2[CH2:15][NH2:16])[N:10]=[CH:9]1. The catalyst class is: 4. (4) Reactant: N1(O)CCOCC1.[CH3:8][CH:9](NC(C)(C)C)[C:10]([C:12]1[CH:13]=[CH:14][CH:15]=[C:16]([Cl:18])[CH:17]=1)=[O:11].Cl.Cl.ClC1C=C([C@@]2(O)OCC(C)(C)N[C@@H]2C)C=CC=1.ClC1C=C(C(=O)CC)C=CC=1.[Br-:54].[Br-].O1CCOCC1. Product: [Br:54][CH:9]([CH3:8])[C:10]([C:12]1[CH:13]=[CH:14][CH:15]=[C:16]([Cl:18])[CH:17]=1)=[O:11]. The catalyst class is: 38. (5) Reactant: [CH3:1][CH:2]([NH:4][C:5]1[C:6]([NH2:11])=[CH:7][CH:8]=[CH:9][CH:10]=1)[CH3:3].[N:12]#[C:13][Br:14]. Product: [BrH:14].[CH3:3][CH:2]([N:4]1[C:5]2[CH:10]=[CH:9][CH:8]=[CH:7][C:6]=2[N:11]=[C:13]1[NH2:12])[CH3:1]. The catalyst class is: 511. (6) Reactant: [NH2:1][CH2:2][C@@H:3]1[C@H:7]2[O:8][C:9]([CH3:12])([CH3:11])[O:10][C@H:6]2[C@H:5]([N:13]2[CH:21]=[N:20][C:19]3[C:14]2=[N:15][CH:16]=[N:17][C:18]=3[NH2:22])[O:4]1.O=[C:24]1[CH2:27][CH:26]([CH2:28][CH2:29][C:30]([O:32][CH2:33][CH3:34])=[O:31])[CH2:25]1.C(O)(=O)C.C([BH3-])#N.[Na+]. Product: [NH2:22][C:18]1[N:17]=[CH:16][N:15]=[C:14]2[C:19]=1[N:20]=[CH:21][N:13]2[C@H:5]1[C@@H:6]2[O:10][C:9]([CH3:12])([CH3:11])[O:8][C@@H:7]2[C@@H:3]([CH2:2][NH:1][CH:24]2[CH2:25][CH:26]([CH2:28][CH2:29][C:30]([O:32][CH2:33][CH3:34])=[O:31])[CH2:27]2)[O:4]1. The catalyst class is: 24.